Dataset: Catalyst prediction with 721,799 reactions and 888 catalyst types from USPTO. Task: Predict which catalyst facilitates the given reaction. (1) Reactant: CSC.ClN1C(=O)CCC1=O.[OH:12][C@@H:13]1[CH2:17][N:16]([C:18](=[O:28])[C@@H:19]([NH:23][C:24]([O:26][CH3:27])=[O:25])[CH:20]([CH3:22])[CH3:21])[C@H:15]([C:29]2[NH:30][CH:31]=[C:32]([C:34]3[CH:39]=[CH:38][C:37]([C:40]4[CH:41]=[C:42]5[C:47](=[CH:48][CH:49]=4)[CH:46]=[C:45]([C:50]4[NH:54][C:53]([C@@H:55]6[CH2:59][CH2:58][CH2:57][N:56]6[C:60]([O:62][C:63]([CH3:66])([CH3:65])[CH3:64])=[O:61])=[N:52][CH:51]=4)[CH:44]=[CH:43]5)=[CH:36][CH:35]=3)[N:33]=2)[CH2:14]1.C(N(CC)CC)C. Product: [CH3:27][O:26][C:24]([NH:23][C@@H:19]([CH:20]([CH3:22])[CH3:21])[C:18]([N:16]1[CH2:17][C:13](=[O:12])[CH2:14][C@H:15]1[C:29]1[NH:30][CH:31]=[C:32]([C:34]2[CH:39]=[CH:38][C:37]([C:40]3[CH:41]=[C:42]4[C:47](=[CH:48][CH:49]=3)[CH:46]=[C:45]([C:50]3[NH:54][C:53]([C@@H:55]5[CH2:59][CH2:58][CH2:57][N:56]5[C:60]([O:62][C:63]([CH3:65])([CH3:64])[CH3:66])=[O:61])=[N:52][CH:51]=3)[CH:44]=[CH:43]4)=[CH:36][CH:35]=2)[N:33]=1)=[O:28])=[O:25]. The catalyst class is: 4. (2) Reactant: [Li]C.C[Si](C)(C)[O:5][C:6]([CH3:8])=[CH2:7].[CH2:11]([Si:14]1(Cl)[O:18][C@@H:17]([C:19]([O:22][CH3:23])([CH3:21])[CH3:20])[C@H:16]([C:24]([CH3:28])([O:26][CH3:27])[CH3:25])[O:15]1)[CH:12]=[CH2:13]. Product: [CH2:11]([Si:14]1([O:5][C:6]([CH3:8])=[CH2:7])[O:18][C@@H:17]([C:19]([O:22][CH3:23])([CH3:21])[CH3:20])[C@H:16]([C:24]([CH3:28])([O:26][CH3:27])[CH3:25])[O:15]1)[CH:12]=[CH2:13]. The catalyst class is: 605. (3) Reactant: [C:1]([CH2:4][CH:5]1[C:11]2[CH:12]=[C:13]([Cl:16])[CH:14]=[CH:15][C:10]=2[N:9]([C:17](=[O:30])[C:18]2[CH:23]=[CH:22][C:21]([CH:24]3[CH2:29][CH2:28][CH2:27][CH2:26][CH2:25]3)=[CH:20][CH:19]=2)[CH2:8][CH2:7][CH2:6]1)([OH:3])=O.C1N(P(Cl)(N2C(=O)OCC2)=O)C(=O)OC1.[CH3:46][N:47]1[CH2:52][CH2:51][NH:50][CH2:49][CH2:48]1.C(N(CC)CC)C. Product: [Cl:16][C:13]1[CH:14]=[CH:15][C:10]2[N:9]([C:17](=[O:30])[C:18]3[CH:19]=[CH:20][C:21]([CH:24]4[CH2:29][CH2:28][CH2:27][CH2:26][CH2:25]4)=[CH:22][CH:23]=3)[CH2:8][CH2:7][CH2:6][CH:5]([CH2:4][C:1]([N:50]3[CH2:51][CH2:52][N:47]([CH3:46])[CH2:48][CH2:49]3)=[O:3])[C:11]=2[CH:12]=1. The catalyst class is: 46. (4) Reactant: [C:1]12([C:11]3[CH:12]=[C:13]([C:18]4[CH:19]=[C:20]5[C:25](=[CH:26][CH:27]=4)[C:24]([C:28]([O:30][CH3:31])=[O:29])=[CH:23][CH:22]=[CH:21]5)[CH:14]=[CH:15][C:16]=3[OH:17])[CH2:10][CH:5]3[CH2:6][CH:7]([CH2:9][CH:3]([CH2:4]3)[CH2:2]1)[CH2:8]2.[H-].[Na+].[CH3:34]I.O. Product: [C:1]12([C:11]3[CH:12]=[C:13]([C:18]4[CH:19]=[C:20]5[C:25](=[CH:26][CH:27]=4)[C:24]([C:28]([O:30][CH3:31])=[O:29])=[CH:23][CH:22]=[CH:21]5)[CH:14]=[CH:15][C:16]=3[O:17][CH3:34])[CH2:8][CH:7]3[CH2:9][CH:3]([CH2:4][CH:5]([CH2:6]3)[CH2:10]1)[CH2:2]2. The catalyst class is: 3.